Dataset: Catalyst prediction with 721,799 reactions and 888 catalyst types from USPTO. Task: Predict which catalyst facilitates the given reaction. Reactant: [NH2:1][C:2]([C:18]1[CH:23]=[CH:22][CH:21]=[C:20]([CH3:24])[N:19]=1)=[N:3][NH:4][C:5]([CH:7]1[CH2:10][N:9]([C:11]([O:13][C:14]([CH3:17])([CH3:16])[CH3:15])=[O:12])[CH2:8]1)=O. The catalyst class is: 8. Product: [CH3:24][C:20]1[N:19]=[C:18]([C:2]2[N:1]=[C:5]([CH:7]3[CH2:10][N:9]([C:11]([O:13][C:14]([CH3:17])([CH3:16])[CH3:15])=[O:12])[CH2:8]3)[NH:4][N:3]=2)[CH:23]=[CH:22][CH:21]=1.